This data is from Full USPTO retrosynthesis dataset with 1.9M reactions from patents (1976-2016). The task is: Predict the reactants needed to synthesize the given product. (1) Given the product [Cl:1][C:2]1[S:6][C:5]([CH2:7][CH2:8][S:9]([N:12]([C@H:13]2[CH2:17][CH2:16][N:15]([C@@H:18]([CH2:27][O:28][CH3:29])[C:19]([N:21]3[CH2:22][CH2:23][O:24][CH2:25][CH2:26]3)=[O:20])[C:14]2=[O:30])[CH2:32][C:33]([N:35]([CH3:37])[CH3:36])=[O:34])(=[O:10])=[O:11])=[CH:4][CH:3]=1, predict the reactants needed to synthesize it. The reactants are: [Cl:1][C:2]1[S:6][C:5]([CH2:7][CH2:8][S:9]([NH:12][C@H:13]2[CH2:17][CH2:16][N:15]([C@@H:18]([CH2:27][O:28][CH3:29])[C:19]([N:21]3[CH2:26][CH2:25][O:24][CH2:23][CH2:22]3)=[O:20])[C:14]2=[O:30])(=[O:11])=[O:10])=[CH:4][CH:3]=1.Cl[CH2:32][C:33]([N:35]([CH3:37])[CH3:36])=[O:34]. (2) Given the product [F:1][C:2]1[CH:3]=[CH:4][C:5]([O:6][C:7]2[S:8][C:9]([C:20]([NH2:27])=[O:22])=[C:10]3[C:18]=2[C:17]2[N:16]([CH3:19])[N:15]=[CH:14][C:13]=2[CH2:12][CH2:11]3)=[CH:23][CH:24]=1, predict the reactants needed to synthesize it. The reactants are: [F:1][C:2]1[CH:24]=[CH:23][C:5]([O:6][C:7]2[S:8][C:9]([C:20]([OH:22])=O)=[C:10]3[C:18]=2[C:17]2[N:16]([CH3:19])[N:15]=[CH:14][C:13]=2[CH2:12][CH2:11]3)=[CH:4][CH:3]=1.CC[N:27]=C=NCCCN(C)C. (3) Given the product [O:3]1[C:4]2([CH2:9][CH2:8][CH:7]([OH:15])[CH2:6][CH2:5]2)[O:11][CH2:1][CH2:2]1, predict the reactants needed to synthesize it. The reactants are: [CH2:1]1[O:11][C:4]2([CH2:9][CH2:8][CH2:7][CH2:6][C:5]2=O)[O:3][CH2:2]1.[BH4-].[Na+].C[OH:15]. (4) Given the product [CH3:18][C:10]1[CH:9]=[CH:8][N:7]=[C:6]2[NH:16][N:17]=[C:3]([C:2]([F:14])([F:13])[F:1])[C:5]=12, predict the reactants needed to synthesize it. The reactants are: [F:1][C:2]([F:14])([F:13])[C:3]([C:5]1[C:6](F)=[N:7][CH:8]=[CH:9][C:10]=1I)=O.O.[NH2:16][NH2:17].[CH3:18]COC(C)=O.C([O-])(O)=O.[Na+].[Cl-].[Na+].O. (5) Given the product [CH3:17][C:16]1[N:15]=[C:10]2[CH:11]=[CH:12][CH:13]=[C:14]3[N:9]2[C:8]=1[C:7](=[O:18])[N:6]3[CH2:5][CH2:4][CH2:3][CH2:2][NH:1][S:29]([CH2:26][CH2:27][CH3:28])(=[O:31])=[O:30], predict the reactants needed to synthesize it. The reactants are: [NH2:1][CH2:2][CH2:3][CH2:4][CH2:5][N:6]1[C:14]2[N:9]3[C:10](=[N:15][C:16]([CH3:17])=[C:8]3[C:7]1=[O:18])[CH:11]=[CH:12][CH:13]=2.C(N(CC)CC)C.[CH2:26]([S:29](Cl)(=[O:31])=[O:30])[CH2:27][CH3:28]. (6) Given the product [Br:1][C:2]1[C:10]2[C:5](=[N:6][C:7]([CH3:26])=[CH:8][C:9]=2[NH:11][S:12]([C:15]2[CH:20]=[CH:19][CH:18]=[CH:17][CH:16]=2)(=[O:14])=[O:13])[S:4][C:3]=1[C:27]1[CH:28]=[N:29][NH:30][CH:31]=1, predict the reactants needed to synthesize it. The reactants are: [Br:1][C:2]1[C:10]2[C:5](=[N:6][C:7]([CH3:26])=[C:8](C(OCC)=O)[C:9]=2[NH:11][S:12]([C:15]2[CH:20]=[CH:19][CH:18]=[CH:17][CH:16]=2)(=[O:14])=[O:13])[S:4][C:3]=1[C:27]1[CH:28]=[N:29][NH:30][CH:31]=1.[OH-].[Na+].C1(OC2C=CC=CC=2)C=CC=CC=1.N1C2C(=CC=CC=2)C=CC=1.